This data is from Reaction yield outcomes from USPTO patents with 853,638 reactions. The task is: Predict the reaction yield, written as a fraction of the theoretical maximum amount of product (1.0 means a 100% yield; for example, 0.34 means a 34% yield). (1) The reactants are [CH3:1][O:2][C:3]1[C:11]2[O:10][C:9]([CH3:12])=[CH:8][C:7]=2[C:6]([N+:13]([O-])=O)=[CH:5][CH:4]=1. The catalyst is CCO.[Pd]. The product is [CH3:1][O:2][C:3]1[C:11]2[O:10][C:9]([CH3:12])=[CH:8][C:7]=2[C:6]([NH2:13])=[CH:5][CH:4]=1. The yield is 0.580. (2) The reactants are S(=O)(=O)(O)O.[CH3:6][C@H:7]1[CH2:12][N:11](S(C2C=CC(C)=CC=2)(=O)=O)[C:10]2[CH:23]=[C:24]([C:27]3[CH:32]=[CH:31][C:30]([S:33]([CH3:36])(=[O:35])=[O:34])=[CH:29][CH:28]=3)[N:25]=[CH:26][C:9]=2[N:8]1[C:37](=[O:39])[CH3:38].[OH-].[Na+]. The catalyst is ClCCl. The product is [CH3:6][C@H:7]1[CH2:12][NH:11][C:10]2[CH:23]=[C:24]([C:27]3[CH:28]=[CH:29][C:30]([S:33]([CH3:36])(=[O:35])=[O:34])=[CH:31][CH:32]=3)[N:25]=[CH:26][C:9]=2[N:8]1[C:37](=[O:39])[CH3:38]. The yield is 0.960. (3) The product is [N+:1]([C:4]1[CH:5]=[C:6]([CH:10]=[C:11]([N+:13]([O-:15])=[O:14])[CH:12]=1)[CH2:7][OH:8])([O-:3])=[O:2]. The reactants are [N+:1]([C:4]1[CH:5]=[C:6]([CH:10]=[C:11]([N+:13]([O-:15])=[O:14])[CH:12]=1)[C:7](O)=[O:8])([O-:3])=[O:2].B.O1CCCC1. The catalyst is C1COCC1. The yield is 0.890. (4) The catalyst is ClCCCl. The product is [Cl:20][C:21]1[C:26]([Cl:27])=[CH:25][CH:24]=[CH:23][C:22]=1[N:28]1[CH2:33][CH2:32][N:31]([CH2:17][CH2:16][CH2:15][CH2:14][O:13][C:6]2[N:7]=[C:8]3[C:3]([CH:2]([CH3:1])[CH2:11][C:10](=[O:12])[NH:9]3)=[CH:4][CH:5]=2)[CH2:30][CH2:29]1. The reactants are [CH3:1][CH:2]1[CH2:11][C:10](=[O:12])[NH:9][C:8]2[N:7]=[C:6]([O:13][CH2:14][CH2:15][CH2:16][CH:17]=O)[CH:5]=[CH:4][C:3]1=2.Cl.[Cl:20][C:21]1[C:26]([Cl:27])=[CH:25][CH:24]=[CH:23][C:22]=1[N:28]1[CH2:33][CH2:32][NH:31][CH2:30][CH2:29]1.C(N(CC)CC)C.C(O[BH-](OC(=O)C)OC(=O)C)(=O)C.[Na+]. The yield is 0.790. (5) The reactants are [OH:1][N:2]=[C:3](Cl)[C:4]1[CH:15]=[CH:14][C:7]2[B:8]([OH:13])[O:9][C:10]([CH3:12])([CH3:11])[C:6]=2[CH:5]=1.[Br:17][C:18]1[CH:23]=[C:22]([C:24]([C:26]([F:29])([F:28])[F:27])=[CH2:25])[CH:21]=[C:20]([Br:30])[C:19]=1[F:31].CC(=O)OCC. The catalyst is CN(C=O)C. The product is [Br:17][C:18]1[CH:23]=[C:22]([C:24]2([C:26]([F:29])([F:28])[F:27])[O:1][N:2]=[C:3]([C:4]3[CH:15]=[CH:14][C:7]4[B:8]([OH:13])[O:9][C:10]([CH3:12])([CH3:11])[C:6]=4[CH:5]=3)[CH2:25]2)[CH:21]=[C:20]([Br:30])[C:19]=1[F:31]. The yield is 0.590. (6) The reactants are [NH2:1][C:2]1[CH:3]=[C:4]2[C:9](=[CH:10][CH:11]=1)[C:8](=O)[CH2:7][CH2:6][CH2:5]2.Cl.[NH2:14][OH:15].C([O-])(=O)C.[Na+]. The catalyst is C(O)C.O. The product is [NH2:1][C:2]1[CH:3]=[C:4]2[C:9](=[CH:10][CH:11]=1)[C:8](=[N:14][OH:15])[CH2:7][CH2:6][CH2:5]2. The yield is 0.830. (7) The reactants are C(O)(=O)C.[NH:5]1[CH2:10][CH2:9][CH:8]([C@H:11]([OH:13])[CH3:12])[CH2:7][CH2:6]1.C([O-])(=O)C.[Na+].[N:19]#[C:20]Br. The catalyst is CO.C(Cl)Cl. The product is [OH:13][C@@H:11]([CH:8]1[CH2:9][CH2:10][N:5]([C:20]#[N:19])[CH2:6][CH2:7]1)[CH3:12]. The yield is 0.990. (8) The reactants are [Cl:1][C:2]1[C:3]([CH:30]=[O:31])=[CH:4][C:5]2[O:10][CH:9]([C:11]([N:13]3[CH2:18][CH2:17][C:16]([CH2:21][C:22]4[CH:27]=[CH:26][C:25]([F:28])=[CH:24][CH:23]=4)([C:19]#[N:20])[CH2:15][CH2:14]3)=[O:12])[CH2:8][NH:7][C:6]=2[CH:29]=1.[Na]. The catalyst is CO. The product is [CH2:21]([N:7]1[C:6]2[CH:29]=[C:2]([Cl:1])[C:3]([C:30]3[O:31][CH:8]=[N:7][CH:6]=3)=[CH:4][C:5]=2[O:10][CH:9]([C:11]([N:13]2[CH2:18][CH2:17][C:16]([CH2:21][C:22]3[CH:23]=[CH:24][C:25]([F:28])=[CH:26][CH:27]=3)([C:19]#[N:20])[CH2:15][CH2:14]2)=[O:12])[CH2:8]1)[C:22]1[CH:27]=[CH:26][CH:25]=[CH:24][CH:23]=1. The yield is 0.430. (9) The reactants are O1CCCC1.[CH2:6]([O:13][C:14]1[CH:15]=[C:16]([CH2:20][C:21](Cl)=[N:22][OH:23])[CH:17]=[CH:18][CH:19]=1)[C:7]1[CH:12]=[CH:11][CH:10]=[CH:9][CH:8]=1.[C:25]([C:27]1[C:28]([NH2:33])=[N:29][CH:30]=[CH:31][CH:32]=1)#[CH:26].C(N(CC)CC)C. The catalyst is O. The product is [CH2:6]([O:13][C:14]1[CH:15]=[C:16]([CH:17]=[CH:18][CH:19]=1)[CH2:20][C:21]1[CH:26]=[C:25]([C:27]2[C:28]([NH2:33])=[N:29][CH:30]=[CH:31][CH:32]=2)[O:23][N:22]=1)[C:7]1[CH:12]=[CH:11][CH:10]=[CH:9][CH:8]=1. The yield is 0.220. (10) The reactants are [Br:1]Br.[NH:3]1[CH:7]=[CH:6][C:5]([C:8]([OH:10])=[O:9])=[N:4]1.O.C(OCC)C. The catalyst is C(O)(=O)C. The product is [Br:1][C:6]1[C:5]([C:8]([OH:10])=[O:9])=[N:4][NH:3][CH:7]=1. The yield is 0.870.